Task: Predict the product of the given reaction.. Dataset: Forward reaction prediction with 1.9M reactions from USPTO patents (1976-2016) (1) Given the reactants [F:1][C:2]1[CH:3]=[CH:4][C:5]([N+:9]([O-:11])=[O:10])=[C:6]([OH:8])[CH:7]=1.[H-].[Na+].Cl[CH2:15][O:16][CH3:17], predict the reaction product. The product is: [F:1][C:2]1[CH:3]=[CH:4][C:5]([N+:9]([O-:11])=[O:10])=[C:6]([O:8][CH2:15][O:16][CH3:17])[CH:7]=1. (2) Given the reactants C1COCC1.O.[N:7]([CH2:10][C:11]1([C:32]([F:35])([F:34])[F:33])[C:16]2[CH:17]=[C:18]([Br:21])[CH:19]=[CH:20][C:15]=2[N:14]([CH2:22][C:23]2[CH:28]=[CH:27][C:26]([O:29][CH3:30])=[CH:25][CH:24]=2)[C:13](=[O:31])[O:12]1)=[N+]=[N-].P(OC)(OC)OC, predict the reaction product. The product is: [NH2:7][CH2:10][C:11]1([C:32]([F:34])([F:35])[F:33])[C:16]2[CH:17]=[C:18]([Br:21])[CH:19]=[CH:20][C:15]=2[N:14]([CH2:22][C:23]2[CH:28]=[CH:27][C:26]([O:29][CH3:30])=[CH:25][CH:24]=2)[C:13](=[O:31])[O:12]1. (3) The product is: [Cl:18][C:13]1[CH:14]=[CH:15][CH:16]=[CH:17][C:12]=1[CH2:11][C:8]1[S:7][C:6]([NH:5][C:3](=[O:4])[CH:2]([NH:26][CH3:25])[C:19]2[CH:24]=[CH:23][CH:22]=[CH:21][CH:20]=2)=[N:10][CH:9]=1. Given the reactants Br[CH:2]([C:19]1[CH:24]=[CH:23][CH:22]=[CH:21][CH:20]=1)[C:3]([NH:5][C:6]1[S:7][C:8]([CH2:11][C:12]2[CH:17]=[CH:16][CH:15]=[CH:14][C:13]=2[Cl:18])=[CH:9][N:10]=1)=[O:4].[CH3:25][NH2:26], predict the reaction product. (4) The product is: [OH:21][C:19]1[C:14]2[C:13](=[CH:18][CH:17]=[CH:16][N:15]=2)[NH:12][C:10](=[O:11])[C:9]=1[C:4]1[CH:5]=[CH:6][CH:7]=[CH:8][C:3]=1[C:2]([F:1])([F:24])[F:23]. Given the reactants [F:1][C:2]([F:24])([F:23])[C:3]1[CH:8]=[CH:7][CH:6]=[CH:5][C:4]=1[CH2:9][C:10]([NH:12][C:13]1[C:14]([C:19]([O:21]C)=O)=[N:15][CH:16]=[CH:17][CH:18]=1)=[O:11], predict the reaction product.